The task is: Predict the reactants needed to synthesize the given product.. This data is from Full USPTO retrosynthesis dataset with 1.9M reactions from patents (1976-2016). Given the product [F:1][C:2]1[CH:3]=[C:4]([C:9]2[C:10]([CH:22]([N:24]3[C:25](=[O:34])[C:26]4[C:31](=[CH:30][CH:29]=[CH:28][CH:27]=4)[C:32]3=[O:33])[CH3:23])=[N:11][C:12]3[C:17]([C:18]=2[S:37]([CH3:41])(=[O:39])=[O:36])=[CH:16][C:15]([F:21])=[CH:14][CH:13]=3)[CH:5]=[C:6]([F:8])[CH:7]=1, predict the reactants needed to synthesize it. The reactants are: [F:1][C:2]1[CH:3]=[C:4]([C:9]2[C:10]([CH:22]([N:24]3[C:32](=[O:33])[C:31]4[C:26](=[CH:27][CH:28]=[CH:29][CH:30]=4)[C:25]3=[O:34])[CH3:23])=[N:11][C:12]3[C:17]([C:18]=2SC)=[CH:16][C:15]([F:21])=[CH:14][CH:13]=3)[CH:5]=[C:6]([F:8])[CH:7]=1.O[O:36][S:37]([O-:39])=O.[K+].[CH2:41]1COCC1.